Dataset: Catalyst prediction with 721,799 reactions and 888 catalyst types from USPTO. Task: Predict which catalyst facilitates the given reaction. (1) Reactant: [CH3:1][P:2]([CH3:13])([C:4]1[CH:9]=[CH:8][C:7]([N+:10]([O-])=O)=[CH:6][CH:5]=1)=[O:3].CCO.[ClH:17]. Product: [ClH:17].[CH3:1][P:2]([CH3:13])([C:4]1[CH:9]=[CH:8][C:7]([NH2:10])=[CH:6][CH:5]=1)=[O:3]. The catalyst class is: 45. (2) Reactant: [NH2:1][C:2]1[NH:3][C:4](=[S:16])[C:5]([C:14]#[N:15])=[C:6]([C:8]2[CH:13]=[CH:12][CH:11]=[CH:10][CH:9]=2)[N:7]=1.[CH2:17](Br)[CH3:18].CC[O-].[Na+]. Product: [NH2:1][C:2]1[N:3]=[C:4]([S:16][CH2:17][CH3:18])[C:5]([C:14]#[N:15])=[C:6]([C:8]2[CH:13]=[CH:12][CH:11]=[CH:10][CH:9]=2)[N:7]=1. The catalyst class is: 8. (3) Reactant: [CH:1]([C:4]1[CH:21]=[CH:20][C:7]([CH2:8][N:9]2[CH:14]=[CH:13][CH:12]=[C:11]([C:15]([O:17]C)=[O:16])[C:10]2=[O:19])=[CH:6][CH:5]=1)([CH3:3])[CH3:2]. Product: [CH:1]([C:4]1[CH:21]=[CH:20][C:7]([CH2:8][N:9]2[CH:14]=[CH:13][CH:12]=[C:11]([C:15]([OH:17])=[O:16])[C:10]2=[O:19])=[CH:6][CH:5]=1)([CH3:3])[CH3:2]. The catalyst class is: 562.